Dataset: Peptide-MHC class I binding affinity with 185,985 pairs from IEDB/IMGT. Task: Regression. Given a peptide amino acid sequence and an MHC pseudo amino acid sequence, predict their binding affinity value. This is MHC class I binding data. (1) The peptide sequence is WTVNDIQKL. The MHC is HLA-A26:01 with pseudo-sequence HLA-A26:01. The binding affinity (normalized) is 0.111. (2) The peptide sequence is EFFTELDGV. The MHC is Patr-A0901 with pseudo-sequence Patr-A0901. The binding affinity (normalized) is 0.261. (3) The peptide sequence is TSCAPMMQK. The MHC is HLA-A11:01 with pseudo-sequence HLA-A11:01. The binding affinity (normalized) is 0.834.